From a dataset of Forward reaction prediction with 1.9M reactions from USPTO patents (1976-2016). Predict the product of the given reaction. (1) Given the reactants [CH:1](NC(C)C)(C)C.C([Li])CCC.[C:13]([O:22][CH3:23])(=[O:21])[C@H:14]([CH2:16][C:17]([O:19][CH3:20])=[O:18])[OH:15].CI, predict the reaction product. The product is: [OH:15][C@@H:14]([C@H:16]([CH3:1])[C:17]([O:19][CH3:20])=[O:18])[C:13]([O:22][CH3:23])=[O:21]. (2) The product is: [CH:1]1([N:5]2[CH2:11][CH2:10][C:9]3[CH:12]=[CH:13][C:14]([O:16][C:17]4[CH:18]=[CH:19][C:20]([C:23]5[NH:31][N:26]=[CH:25][CH:24]=5)=[CH:21][N:22]=4)=[CH:15][C:8]=3[CH2:7][CH2:6]2)[CH2:2][CH2:3][CH2:4]1. Given the reactants [CH:1]1([N:5]2[CH2:11][CH2:10][C:9]3[CH:12]=[CH:13][C:14]([O:16][C:17]4[N:22]=[CH:21][C:20]([C:23](=O)/[CH:24]=[CH:25]/[N:26](C)C)=[CH:19][CH:18]=4)=[CH:15][C:8]=3[CH2:7][CH2:6]2)[CH2:4][CH2:3][CH2:2]1.O.[NH2:31]N, predict the reaction product. (3) Given the reactants [F:1][C:2]1[CH:3]=[C:4]([OH:11])[CH:5]=[CH:6][C:7]=1[N+:8]([O-:10])=[O:9].Cl[C:13]1[CH:18]=[CH:17][N:16]=[C:15]([NH2:19])[CH:14]=1.Cl, predict the reaction product. The product is: [F:1][C:2]1[CH:3]=[C:4]([CH:5]=[CH:6][C:7]=1[N+:8]([O-:10])=[O:9])[O:11][C:13]1[CH:18]=[CH:17][N:16]=[C:15]([NH2:19])[CH:14]=1. (4) Given the reactants [C:1](Cl)(=[O:5])[C:2]([Cl:4])=O.[OH:7][CH:8]([CH3:11])[C:9]#[N:10].[ClH:12].C(N(CC)CC)C.CCOCC, predict the reaction product. The product is: [Cl:4][C:2]1[C:1](=[O:5])[O:7][C:8]([CH3:11])=[C:9]([Cl:12])[N:10]=1. (5) Given the reactants Cl.Cl.Cl.[NH:4]1[CH2:9][CH2:8][CH:7]([NH:10][C:11]2[CH:12]=[CH:13][C:14]3[N:15]([C:17]([C:20]4[CH:25]=[CH:24][N:23]=[CH:22][CH:21]=4)=[CH:18][N:19]=3)[N:16]=2)[CH2:6][CH2:5]1.C([O-])([O-])=O.[K+].[K+].Br[CH:33]([C:40]1[CH:45]=[CH:44][CH:43]=[CH:42][CH:41]=1)[C:34]1[CH:39]=[CH:38][CH:37]=[CH:36][CH:35]=1.O, predict the reaction product. The product is: [C:34]1([CH:33]([C:40]2[CH:41]=[CH:42][CH:43]=[CH:44][CH:45]=2)[N:4]2[CH2:9][CH2:8][CH:7]([NH:10][C:11]3[CH:12]=[CH:13][C:14]4[N:15]([C:17]([C:20]5[CH:25]=[CH:24][N:23]=[CH:22][CH:21]=5)=[CH:18][N:19]=4)[N:16]=3)[CH2:6][CH2:5]2)[CH:39]=[CH:38][CH:37]=[CH:36][CH:35]=1. (6) Given the reactants Br[C:2]1[CH:3]=[C:4]([F:10])[C:5]([F:9])=[C:6]([OH:8])[CH:7]=1.[C:11]([O:17][CH2:18][CH3:19])(=[O:16])[CH:12]=[CH:13][CH2:14][CH3:15].C(NC(C)C)(C)C.CC1C(P(C2C(C)=CC=CC=2)C2C(C)=CC=CC=2)=CC=CC=1, predict the reaction product. The product is: [F:10][C:4]1[CH:3]=[C:2]([CH:13]([CH2:14][CH3:15])[CH2:12][C:11]([O:17][CH2:18][CH3:19])=[O:16])[CH:7]=[C:6]([OH:8])[C:5]=1[F:9]. (7) Given the reactants [Br:1][C:2]1[CH:3]=[C:4]([C:8](=O)[CH2:9][C:10]#[N:11])[CH:5]=[CH:6][CH:7]=1.O.[NH2:14][NH2:15], predict the reaction product. The product is: [Br:1][C:2]1[CH:3]=[C:4]([C:8]2[CH:9]=[C:10]([NH2:11])[NH:15][N:14]=2)[CH:5]=[CH:6][CH:7]=1. (8) Given the reactants [CH3:1][C:2]1[CH:3]=[CH:4][C:5]2[N:9]=[N:8][NH:7][C:6]=2[CH:10]=1.[Cl:11][CH2:12][CH2:13][CH2:14]Br, predict the reaction product. The product is: [Cl:11][CH2:12][CH2:13][CH2:14][N:7]1[C:6]2[CH:10]=[C:2]([CH3:1])[CH:3]=[CH:4][C:5]=2[N:9]=[N:8]1. (9) Given the reactants [Br:1][C:2]1[CH:7]=[CH:6][C:5]([N:8]2[C:16](=[O:17])[C:15]3[N:14]=[CH:13][N:12]([CH3:18])[C:11]=3[N:10]=[C:9]2Cl)=[CH:4][CH:3]=1.[F:20][C:21]1[C:26]([F:27])=[C:25]([F:28])[CH:24]=[CH:23][C:22]=1[OH:29].CO, predict the reaction product. The product is: [Br:1][C:2]1[CH:7]=[CH:6][C:5]([N:8]2[C:16](=[O:17])[C:15]3[N:14]=[CH:13][N:12]([CH3:18])[C:11]=3[N:10]=[C:9]2[O:29][C:22]2[CH:23]=[CH:24][C:25]([F:28])=[C:26]([F:27])[C:21]=2[F:20])=[CH:4][CH:3]=1. (10) Given the reactants [F:1][C:2]1[CH:7]=[C:6]([F:8])[CH:5]=[CH:4][C:3]=1[OH:9].[Si:10](Cl)([C:13]([CH3:16])(C)C)([CH3:12])[CH3:11].N1[CH:22]=[CH:21]N=C1.O, predict the reaction product. The product is: [CH2:13]([Si:10]([O:9][C:3]1[CH:4]=[CH:5][C:6]([F:8])=[CH:7][C:2]=1[F:1])([CH3:12])[CH3:11])[CH2:16][CH2:21][CH3:22].